Dataset: Catalyst prediction with 721,799 reactions and 888 catalyst types from USPTO. Task: Predict which catalyst facilitates the given reaction. (1) Reactant: [C:1]([O:4][CH:5](SC)[C:6](=[O:20])[C@@H:7]([NH:12][C:13]([O:15][C:16]([CH3:19])([CH3:18])[CH3:17])=[O:14])[CH2:8][CH:9]([CH3:11])[CH3:10])(=[O:3])[CH3:2].CCO.[BH4-].[Na+].Cl. Product: [C:1]([O:4][CH2:5][CH:6]([OH:20])[C@@H:7]([NH:12][C:13]([O:15][C:16]([CH3:17])([CH3:19])[CH3:18])=[O:14])[CH2:8][CH:9]([CH3:11])[CH3:10])(=[O:3])[CH3:2]. The catalyst class is: 238. (2) Reactant: [NH2:1][C:2]1[C:11]([F:12])=[C:10](F)[C:9]2[O:14][CH2:15][C:16]3([CH2:20][CH2:19][CH2:18][CH2:17]3)[N:7]3[C:8]=2[C:3]=1[C:4](=[O:24])[C:5]([C:21]([OH:23])=[O:22])=[CH:6]3.[N:25]1([CH2:30][CH2:31][CH2:32][NH2:33])[CH:29]=[N:28][CH:27]=[N:26]1.C(N(CC)CC)C. Product: [N:25]1([CH2:30][CH2:31][CH2:32][NH:33][C:10]2[C:9]3[O:14][CH2:15][C:16]4([CH2:17][CH2:18][CH2:19][CH2:20]4)[N:7]4[C:8]=3[C:3]([C:4](=[O:24])[C:5]([C:21]([OH:23])=[O:22])=[CH:6]4)=[C:2]([NH2:1])[C:11]=2[F:12])[CH:29]=[N:28][CH:27]=[N:26]1. The catalyst class is: 16. (3) Reactant: O1C[CH2:4][CH2:3][CH2:2]1.[H-].[K+].[Cl:8][C:9]1[CH:14]=[CH:13][C:12]([CH2:15][C:16]([O:18]CC)=[O:17])=[CH:11][CH:10]=1.Br[CH2:22][C:23]#C. Product: [CH2:22]([C:15]([C:12]1[CH:11]=[CH:10][C:9]([Cl:8])=[CH:14][CH:13]=1)([CH2:4][C:3]#[CH:2])[C:16]([OH:18])=[O:17])[CH3:23]. The catalyst class is: 6. (4) Reactant: Cl.[N+:2]([C:5]1[CH:10]=[CH:9][C:8]([CH2:11][CH2:12][NH2:13])=[CH:7][CH:6]=1)([O-:4])=[O:3].[N+:14]([C:17]1[CH:24]=[CH:23][C:20]([CH:21]=O)=[CH:19][CH:18]=1)([O-:16])=[O:15].C(N(CC)CC)C. Product: [N+:2]([C:5]1[CH:6]=[CH:7][C:8]([CH2:11][CH2:12][N:13]=[CH:21][C:20]2[CH:23]=[CH:24][C:17]([N+:14]([O-:16])=[O:15])=[CH:18][CH:19]=2)=[CH:9][CH:10]=1)([O-:4])=[O:3]. The catalyst class is: 3.